Dataset: Catalyst prediction with 721,799 reactions and 888 catalyst types from USPTO. Task: Predict which catalyst facilitates the given reaction. (1) Reactant: [Br:1][C:2]1[CH:11]=[CH:10][C:5]([O:6][CH2:7][CH2:8][OH:9])=[CH:4][CH:3]=1.C(N(CC)CC)C.[Si:19](Cl)([C:22]([CH3:25])([CH3:24])[CH3:23])([CH3:21])[CH3:20]. Product: [Br:1][C:2]1[CH:11]=[CH:10][C:5]([O:6][CH2:7][CH2:8][O:9][Si:19]([C:22]([CH3:25])([CH3:24])[CH3:23])([CH3:21])[CH3:20])=[CH:4][CH:3]=1. The catalyst class is: 112. (2) Reactant: Cl[C:2]1[N:7]=[CH:6][C:5]([C:8]([O:10][CH2:11][CH3:12])=[O:9])=[CH:4][C:3]=1[C:13]#[N:14].[CH3:15][CH:16]([NH2:18])[CH3:17].C(N(CC)CC)C. Product: [C:13]([C:3]1[CH:4]=[C:5]([C:8]([O:10][CH2:11][CH3:12])=[O:9])[CH:6]=[N:7][C:2]=1[NH:18][CH:16]([CH3:17])[CH3:15])#[N:14]. The catalyst class is: 8. (3) Reactant: [NH2:1][C:2]1[N:11]=[C:10]([NH2:12])[C:9]2[C:4](=[CH:5][CH:6]=[C:7]([CH2:13]Br)[CH:8]=2)[N:3]=1.[S:15]1[CH:19]=[CH:18][C:17]([C:20]([OH:22])=[O:21])=[CH:16]1.C(=O)([O-])[O-].[K+].[K+]. Product: [S:15]1[CH:19]=[CH:18][C:17]([C:20]([O:22][CH2:13][C:7]2[CH:8]=[C:9]3[C:4](=[CH:5][CH:6]=2)[N:3]=[C:2]([NH2:1])[N:11]=[C:10]3[NH2:12])=[O:21])=[CH:16]1. The catalyst class is: 3. (4) Reactant: [CH2:1]([O:8][C:9]([NH:11][C:12]1[C:13]([C:23]([O:25][CH2:26][CH3:27])=[O:24])=[N:14][C:15]2[C:20]([CH:21]=1)=[CH:19][N:18]=[C:17](Br)[CH:16]=2)=[O:10])[C:2]1[CH:7]=[CH:6][CH:5]=[CH:4][CH:3]=1.[CH3:28][C:29]1(C)C(C)(C)OB(C=C)O1.C(=O)([O-])[O-].[K+].[K+]. Product: [CH2:1]([O:8][C:9]([NH:11][C:12]1[C:13]([C:23]([O:25][CH2:26][CH3:27])=[O:24])=[N:14][C:15]2[C:20]([CH:21]=1)=[CH:19][N:18]=[C:17]([CH:28]=[CH2:29])[CH:16]=2)=[O:10])[C:2]1[CH:7]=[CH:6][CH:5]=[CH:4][CH:3]=1. The catalyst class is: 70. (5) Product: [Br:8][C:9]1[CH:10]=[C:11]([CH:16]=[CH:17][C:18]=1[CH2:19][NH:1][C@H:2]([CH:5]([CH3:7])[CH3:6])[CH2:3][OH:4])[C:12]([O:14][CH3:15])=[O:13]. Reactant: [NH2:1][C@H:2]([CH:5]([CH3:7])[CH3:6])[CH2:3][OH:4].[Br:8][C:9]1[CH:10]=[C:11]([CH:16]=[CH:17][C:18]=1[CH2:19]Br)[C:12]([O:14][CH3:15])=[O:13]. The catalyst class is: 23. (6) Reactant: ON1C2C=CC=CC=2N=N1.[NH2:11][CH2:12][CH2:13][C:14]1[C:22]2[C:17](=[CH:18][CH:19]=[CH:20][CH:21]=2)[NH:16][CH:15]=1.CN1CCOCC1.[CH3:30][N:31]([CH3:49])[C:32]1([C:42]2[CH:47]=[CH:46][CH:45]=[C:44]([F:48])[CH:43]=2)[CH2:37][CH2:36][C:35](=[CH:38][C:39](O)=[O:40])[CH2:34][CH2:33]1.C1(N=C=NC2CCCCC2)CCCCC1.[OH-].[Na+]. Product: [CH3:49][N:31]([CH3:30])[C:32]1([C:42]2[CH:47]=[CH:46][CH:45]=[C:44]([F:48])[CH:43]=2)[CH2:37][CH2:36][C:35](=[CH:38][C:39]([NH:11][CH2:12][CH2:13][C:14]2[C:22]3[C:17](=[CH:18][CH:19]=[CH:20][CH:21]=3)[NH:16][CH:15]=2)=[O:40])[CH2:34][CH2:33]1. The catalyst class is: 35. (7) Reactant: [Cl:1][C:2]1[CH:9]=[CH:8][CH:7]=[C:6]([N+:10]([O-:12])=[O:11])[C:3]=1[CH:4]=[O:5].[Si:13](C#N)([CH3:16])([CH3:15])[CH3:14].[CH3:19][N+:20]1([O-])CCOCC1. Product: [Cl:1][C:2]1[CH:9]=[CH:8][CH:7]=[C:6]([N+:10]([O-:12])=[O:11])[C:3]=1[CH:4]([O:5][Si:13]([CH3:16])([CH3:15])[CH3:14])[C:19]#[N:20]. The catalyst class is: 2.